Dataset: NCI-60 drug combinations with 297,098 pairs across 59 cell lines. Task: Regression. Given two drug SMILES strings and cell line genomic features, predict the synergy score measuring deviation from expected non-interaction effect. (1) Synergy scores: CSS=16.3, Synergy_ZIP=-0.0480, Synergy_Bliss=3.33, Synergy_Loewe=3.66, Synergy_HSA=5.36. Drug 1: CC1=C(C=C(C=C1)NC2=NC=CC(=N2)N(C)C3=CC4=NN(C(=C4C=C3)C)C)S(=O)(=O)N.Cl. Cell line: MDA-MB-231. Drug 2: CCCCCOC(=O)NC1=NC(=O)N(C=C1F)C2C(C(C(O2)C)O)O. (2) Drug 1: CN(C)N=NC1=C(NC=N1)C(=O)N. Drug 2: C(=O)(N)NO. Cell line: T-47D. Synergy scores: CSS=-0.429, Synergy_ZIP=1.03, Synergy_Bliss=0.735, Synergy_Loewe=-3.20, Synergy_HSA=-1.22.